Regression. Given a peptide amino acid sequence and an MHC pseudo amino acid sequence, predict their binding affinity value. This is MHC class II binding data. From a dataset of Peptide-MHC class II binding affinity with 134,281 pairs from IEDB. (1) The peptide sequence is NFTVGRIIELFTAKG. The MHC is DRB1_1302 with pseudo-sequence DRB1_1302. The binding affinity (normalized) is 0.218. (2) The peptide sequence is EKKYFAATQFAPLAA. The MHC is HLA-DQA10301-DQB10302 with pseudo-sequence HLA-DQA10301-DQB10302. The binding affinity (normalized) is 0.129. (3) The peptide sequence is WLSWQVAKAGLKTND. The MHC is DRB1_0701 with pseudo-sequence DRB1_0701. The binding affinity (normalized) is 0.666. (4) The peptide sequence is LALVGFLGGLITGIS. The MHC is DRB1_1201 with pseudo-sequence DRB1_1201. The binding affinity (normalized) is 0.528.